From a dataset of Catalyst prediction with 721,799 reactions and 888 catalyst types from USPTO. Predict which catalyst facilitates the given reaction. (1) Reactant: [N:1]1([C:11]([O:13][C:14]([CH3:17])([CH3:16])[CH3:15])=[O:12])[CH2:6][CH2:5][CH:4]([C:7]([O:9][CH3:10])=[O:8])[CH2:3][CH2:2]1.[Li+].C[Si]([N-][Si](C)(C)C)(C)C.[Br:28][C:29]1[CH:30]=[C:31]2[C:36](=[CH:37][C:38]=1[Cl:39])[N:35]=[CH:34][N:33]=[C:32]2Cl. Product: [Br:28][C:29]1[CH:30]=[C:31]2[C:36](=[CH:37][C:38]=1[Cl:39])[N:35]=[CH:34][N:33]=[C:32]2[C:4]1([C:7]([O:9][CH3:10])=[O:8])[CH2:3][CH2:2][N:1]([C:11]([O:13][C:14]([CH3:17])([CH3:16])[CH3:15])=[O:12])[CH2:6][CH2:5]1. The catalyst class is: 1. (2) The catalyst class is: 43. Reactant: [F:1][C:2]1[CH:3]=[C:4]([CH:7]=[C:8]([C:10]2[CH:11]=[N:12][C:13]([C:16]([F:19])([F:18])[F:17])=[CH:14][CH:15]=2)[CH:9]=1)[C:5]#[N:6].[ClH:20].O1CCCC1. Product: [ClH:20].[F:1][C:2]1[CH:3]=[C:4]([CH2:5][NH2:6])[CH:7]=[C:8]([C:10]2[CH:11]=[N:12][C:13]([C:16]([F:17])([F:18])[F:19])=[CH:14][CH:15]=2)[CH:9]=1. (3) Reactant: [C:1]([C:4]1[CH:9]=[CH:8][CH:7]=[CH:6][C:5]=1[NH:10][C:11]([C:13]1[CH:18]=[CH:17][CH:16]=[C:15]([CH3:19])[N:14]=1)=O)(=[O:3])[NH2:2]. Product: [CH3:19][C:15]1[N:14]=[C:13]([C:11]2[NH:2][C:1](=[O:3])[C:4]3[C:5](=[CH:6][CH:7]=[CH:8][CH:9]=3)[N:10]=2)[CH:18]=[CH:17][CH:16]=1. The catalyst class is: 500. (4) Reactant: [ClH:1].O1CCOCC1.[Br:8][C:9]1[CH:14]=[CH:13][C:12]([C@@H:15]([C@H:35]2[N:39](C(OC(C)(C)C)=O)[C:38]([CH3:48])([CH3:47])[CH2:37][CH2:36]2)[C:16]([N:18]2[CH2:23][CH2:22][N:21]([C:24]3[C:25]4[C@H:32]([CH3:33])[CH2:31][C@@H:30]([OH:34])[C:26]=4[N:27]=[CH:28][N:29]=3)[CH2:20][CH2:19]2)=[O:17])=[C:11]([F:49])[CH:10]=1. Product: [ClH:1].[ClH:1].[Br:8][C:9]1[CH:14]=[CH:13][C:12]([C@@H:15]([C@H:35]2[CH2:36][CH2:37][C:38]([CH3:48])([CH3:47])[NH:39]2)[C:16]([N:18]2[CH2:23][CH2:22][N:21]([C:24]3[C:25]4[C@H:32]([CH3:33])[CH2:31][C@@H:30]([OH:34])[C:26]=4[N:27]=[CH:28][N:29]=3)[CH2:20][CH2:19]2)=[O:17])=[C:11]([F:49])[CH:10]=1. The catalyst class is: 2.